From a dataset of Full USPTO retrosynthesis dataset with 1.9M reactions from patents (1976-2016). Predict the reactants needed to synthesize the given product. (1) Given the product [C:1]([C:5]1[CH:6]=[C:7]([NH:10][C:11]([NH:13][C:14]2[C:23]3[C:18](=[CH:19][CH:20]=[CH:21][CH:22]=3)[C:17]([O:24][CH2:25][CH2:26][N:27]3[CH2:32][CH2:31][O:30][CH2:29][CH2:28]3)=[CH:16][CH:15]=2)=[O:12])[N:8]([C:33]2[CH:38]=[CH:37][CH:36]=[CH:35][CH:34]=2)[N:9]=1)([CH3:4])([CH3:2])[CH3:3], predict the reactants needed to synthesize it. The reactants are: [C:1]([C:5]1[CH:6]=[C:7]([NH:10][C:11]([NH:13][C:14]2[C:23]3[C:18](=[CH:19][CH:20]=[CH:21][CH:22]=3)[C:17]([O:24][CH2:25][CH2:26][N:27]3[CH2:32][CH2:31][O:30][CH2:29][CH2:28]3)=[CH:16][CH:15]=2)=[O:12])[NH:8][N:9]=1)([CH3:4])([CH3:3])[CH3:2].[C:33]1(B(O)O)[CH:38]=[CH:37][CH:36]=[CH:35][CH:34]=1.N1C=CC=CC=1. (2) The reactants are: [CH:1]1([N:4]2[C:8]([C:9]([N:11]3[CH2:16][CH2:15][CH:14]([N:17]4[CH2:21][CH2:20][CH2:19][CH2:18]4)[CH2:13][CH2:12]3)=[O:10])=[C:7]([C:22]3[CH:23]=[N:24][C:25](SC)=[N:26][CH:27]=3)[N:6]=[C:5]2[C:30]2[CH:35]=[CH:34][C:33]([O:36][C:37]([F:40])([F:39])[F:38])=[CH:32][CH:31]=2)[CH2:3][CH2:2]1.CC([N:44](C)C)=O. Given the product [NH2:44][C:25]1[N:26]=[CH:27][C:22]([C:7]2[N:6]=[C:5]([C:30]3[CH:31]=[CH:32][C:33]([O:36][C:37]([F:40])([F:39])[F:38])=[CH:34][CH:35]=3)[N:4]([CH:1]3[CH2:2][CH2:3]3)[C:8]=2[C:9]([N:11]2[CH2:16][CH2:15][CH:14]([N:17]3[CH2:21][CH2:20][CH2:19][CH2:18]3)[CH2:13][CH2:12]2)=[O:10])=[CH:23][N:24]=1, predict the reactants needed to synthesize it. (3) Given the product [CH:1]1([N:4]([CH2:12][C:13]2[CH:14]=[C:15]([CH:23]=[O:24])[CH:16]=[C:17]3[C:22]=2[N:21]=[CH:20][CH:19]=[CH:18]3)[C:5](=[O:11])[O:6][C:7]([CH3:9])([CH3:10])[CH3:8])[CH2:2][CH2:3]1, predict the reactants needed to synthesize it. The reactants are: [CH:1]1([N:4]([CH2:12][C:13]2[CH:14]=[C:15]([CH2:23][OH:24])[CH:16]=[C:17]3[C:22]=2[N:21]=[CH:20][CH:19]=[CH:18]3)[C:5](=[O:11])[O:6][C:7]([CH3:10])([CH3:9])[CH3:8])[CH2:3][CH2:2]1.C(=O)(O)[O-].[Na+]. (4) Given the product [Cl:2][C:3]1[CH:4]=[CH:5][C:6]([S:11]([CH2:14][CH3:15])(=[O:13])=[O:12])=[C:7]([CH2:8][NH:9][C:21](=[O:22])[C:20]2[CH:24]=[C:25]([C:27]([F:28])([F:29])[F:30])[CH:26]=[C:18]([C:17]([F:16])([F:31])[F:32])[CH:19]=2)[CH:10]=1, predict the reactants needed to synthesize it. The reactants are: Cl.[Cl:2][C:3]1[CH:4]=[CH:5][C:6]([S:11]([CH2:14][CH3:15])(=[O:13])=[O:12])=[C:7]([CH:10]=1)[CH2:8][NH2:9].[F:16][C:17]([F:32])([F:31])[C:18]1[CH:19]=[C:20]([CH:24]=[C:25]([C:27]([F:30])([F:29])[F:28])[CH:26]=1)[C:21](O)=[O:22].